This data is from Full USPTO retrosynthesis dataset with 1.9M reactions from patents (1976-2016). The task is: Predict the reactants needed to synthesize the given product. (1) Given the product [CH2:30]([O:32][C:33]([C:35]1([C:38]2[CH:43]=[CH:42][C:41]([C:2]3[CH:7]=[CH:6][C:5]([C:8]4[O:12][N:11]=[C:10]([CH3:13])[C:9]=4[CH:14]([C:16]4[N:17]=[N:18][N:19]([CH2:21][C:22]5[C:27]([F:28])=[CH:26][CH:25]=[CH:24][C:23]=5[Cl:29])[CH:20]=4)[OH:15])=[CH:4][CH:3]=3)=[CH:40][CH:39]=2)[CH2:36][CH2:37]1)=[O:34])[CH3:31], predict the reactants needed to synthesize it. The reactants are: Br[C:2]1[CH:7]=[CH:6][C:5]([C:8]2[O:12][N:11]=[C:10]([CH3:13])[C:9]=2[CH:14]([C:16]2[N:17]=[N:18][N:19]([CH2:21][C:22]3[C:27]([F:28])=[CH:26][CH:25]=[CH:24][C:23]=3[Cl:29])[CH:20]=2)[OH:15])=[CH:4][CH:3]=1.[CH2:30]([O:32][C:33]([C:35]1([C:38]2[CH:43]=[CH:42][C:41](B3OC(C)(C)C(C)(C)O3)=[CH:40][CH:39]=2)[CH2:37][CH2:36]1)=[O:34])[CH3:31]. (2) The reactants are: [NH3:1].[CH2:2]([O:4][C:5]([C:7]1[C:8]2[S:16][CH:15]=[C:14]([CH2:17][O:18][C:19]3[CH:24]=[CH:23][CH:22]=[C:21]([NH:25][CH2:26][C:27]4[CH:32]=[CH:31][CH:30]=[CH:29][CH:28]=4)[CH:20]=3)[C:9]=2[C:10](Cl)=[N:11][CH:12]=1)=[O:6])[CH3:3]. Given the product [CH2:2]([O:4][C:5]([C:7]1[C:8]2[S:16][CH:15]=[C:14]([CH2:17][O:18][C:19]3[CH:24]=[CH:23][CH:22]=[C:21]([NH:25][CH2:26][C:27]4[CH:32]=[CH:31][CH:30]=[CH:29][CH:28]=4)[CH:20]=3)[C:9]=2[C:10]([NH2:1])=[N:11][CH:12]=1)=[O:6])[CH3:3], predict the reactants needed to synthesize it. (3) Given the product [N:19]1([O:1][C:2]2[C:11]3[C:6](=[CH:7][CH:8]=[CH:9][CH:10]=3)[N:5]=[CH:4][N:3]=2)[C:23]2[CH:24]=[CH:25][CH:26]=[CH:27][C:22]=2[N:21]=[N:20]1, predict the reactants needed to synthesize it. The reactants are: [OH:1][C:2]1[C:11]2[C:6](=[CH:7][CH:8]=[CH:9][CH:10]=2)[N:5]=[CH:4][N:3]=1.F[P-](F)(F)(F)(F)F.[N:19]1(O[P+](N(C)C)(N(C)C)N(C)C)[C:23]2[CH:24]=[CH:25][CH:26]=[CH:27][C:22]=2[N:21]=[N:20]1.C1CCN2C(=NCCC2)CC1. (4) Given the product [CH3:11][O:10][CH2:9][CH2:8][O:7][C:1]([C:2]1[CH:17]([C:16]2[CH:19]=[CH:20][C:13]([Br:12])=[CH:14][CH:15]=2)[C:2]([C:1]([O:7][CH2:8][CH2:9][O:10][CH3:11])=[O:22])=[C:3]([CH3:5])[NH:21][C:3]=1[CH3:5])=[O:6], predict the reactants needed to synthesize it. The reactants are: [C:1]([O:7][CH2:8][CH2:9][O:10][CH3:11])(=[O:6])[CH2:2][C:3]([CH3:5])=O.[Br:12][C:13]1[CH:20]=[CH:19][C:16]([CH:17]=O)=[CH:15][CH:14]=1.[NH4+:21].[OH-:22]. (5) Given the product [NH4+:10].[OH-:13].[Cl:30][C:26]1[C:27]([Cl:29])=[CH:28][C:23]2[O:22][CH2:21][C:20](=[O:31])[N:19]([CH2:18][C:17]([N:16]([CH3:33])[CH:8]([C:4]3[CH:3]=[C:2]([C:46]4[CH:45]=[CH:44][CH:43]=[C:42]([C:40]([N:34]5[CH2:35][CH2:36][CH2:37][CH2:38][CH2:39]5)=[O:41])[CH:47]=4)[CH:7]=[CH:6][CH:5]=3)[CH2:9][N:10]3[CH2:15][CH2:14][O:13][CH2:12][CH2:11]3)=[O:32])[C:24]=2[CH:25]=1, predict the reactants needed to synthesize it. The reactants are: Br[C:2]1[CH:3]=[C:4]([CH:8]([N:16]([CH3:33])[C:17](=[O:32])[CH2:18][N:19]2[C:24]3[CH:25]=[C:26]([Cl:30])[C:27]([Cl:29])=[CH:28][C:23]=3[O:22][CH2:21][C:20]2=[O:31])[CH2:9][N:10]2[CH2:15][CH2:14][O:13][CH2:12][CH2:11]2)[CH:5]=[CH:6][CH:7]=1.[N:34]1([C:40]([C:42]2[CH:43]=[C:44](B(O)O)[CH:45]=[CH:46][CH:47]=2)=[O:41])[CH2:39][CH2:38][CH2:37][CH2:36][CH2:35]1.C([O-])([O-])=O.[Na+].[Na+]. (6) Given the product [F:15][C:16]1[CH:22]=[CH:21][C:20]([C:23]([F:25])([F:26])[F:24])=[CH:19][C:17]=1[NH:18][C:2]1[C:11]2[C:6](=[C:7]([N+:12]([O-:14])=[O:13])[CH:8]=[CH:9][CH:10]=2)[N:5]=[CH:4][N:3]=1, predict the reactants needed to synthesize it. The reactants are: Cl[C:2]1[C:11]2[C:6](=[C:7]([N+:12]([O-:14])=[O:13])[CH:8]=[CH:9][CH:10]=2)[N:5]=[CH:4][N:3]=1.[F:15][C:16]1[CH:22]=[CH:21][C:20]([C:23]([F:26])([F:25])[F:24])=[CH:19][C:17]=1[NH2:18].O.